Dataset: Catalyst prediction with 721,799 reactions and 888 catalyst types from USPTO. Task: Predict which catalyst facilitates the given reaction. (1) Reactant: CC1C=CC(S(O[CH2:12][CH:13]2[O:17][C:16](=[O:18])[N:15]([CH2:19][C:20]3[CH:25]=[CH:24][C:23]([F:26])=[CH:22][CH:21]=3)[CH2:14]2)(=O)=O)=CC=1.[C:27]1([CH:33]([N:40]2[CH2:45][CH2:44][NH:43][CH2:42][CH2:41]2)[C:34]2[CH:39]=[CH:38][CH:37]=[CH:36][CH:35]=2)[CH:32]=[CH:31][CH:30]=[CH:29][CH:28]=1.C(N(CC)CC)C. Product: [CH:33]([N:40]1[CH2:45][CH2:44][N:43]([CH2:12][CH:13]2[O:17][C:16](=[O:18])[N:15]([CH2:19][C:20]3[CH:21]=[CH:22][C:23]([F:26])=[CH:24][CH:25]=3)[CH2:14]2)[CH2:42][CH2:41]1)([C:34]1[CH:39]=[CH:38][CH:37]=[CH:36][CH:35]=1)[C:27]1[CH:32]=[CH:31][CH:30]=[CH:29][CH:28]=1. The catalyst class is: 217. (2) Reactant: [CH:1]1([C:7]2[CH:16]=[C:15]3[C:10]([CH2:11][CH2:12][CH2:13][CH:14]3[C:17]3[N:18]=[CH:19][N:20](S(N(C)C)(=O)=O)[CH:21]=3)=[C:9]([NH:28][S:29]([CH2:32][CH3:33])(=[O:31])=[O:30])[CH:8]=2)[CH2:6][CH2:5][CH2:4][CH2:3][CH2:2]1.Cl. Product: [CH:1]1([C:7]2[CH:8]=[C:9]([NH:28][S:29]([CH2:32][CH3:33])(=[O:30])=[O:31])[C:10]3[CH2:11][CH2:12][CH2:13][CH:14]([C:17]4[N:18]=[CH:19][NH:20][CH:21]=4)[C:15]=3[CH:16]=2)[CH2:2][CH2:3][CH2:4][CH2:5][CH2:6]1. The catalyst class is: 7. (3) Reactant: [F:1][C:2]1[CH:10]=[C:9]2[C:5]([C:6]([C:20]3[CH:21]=[C:22]([NH2:27])[C:23]([NH2:26])=[CH:24][CH:25]=3)=[CH:7][N:8]2[S:11]([C:14]2[CH:19]=[CH:18][CH:17]=[CH:16][CH:15]=2)(=[O:13])=[O:12])=[CH:4][CH:3]=1.[C:28]1(=O)[O:33][C:31](=[O:32])[CH2:30][CH2:29]1. Product: [F:1][C:2]1[CH:10]=[C:9]2[C:5]([C:6]([C:20]3[CH:25]=[CH:24][C:23]4[NH:26][C:28]([CH2:29][CH2:30][C:31]([OH:33])=[O:32])=[N:27][C:22]=4[CH:21]=3)=[CH:7][N:8]2[S:11]([C:14]2[CH:15]=[CH:16][CH:17]=[CH:18][CH:19]=2)(=[O:13])=[O:12])=[CH:4][CH:3]=1. The catalyst class is: 12. (4) Reactant: [OH:1][C@@H:2]1[C@H:7]([NH:8][C:9](=[O:15])[O:10][C:11]([CH3:14])([CH3:13])[CH3:12])[CH:6]=[C:5]([C:16]2[CH:21]=[CH:20][N:19]=[CH:18][C:17]=2[N+:22]([O-:24])=[O:23])[CH2:4][C@@H:3]1[CH3:25].[CH3:26][S:27]([CH:30]=[CH2:31])(=[O:29])=[O:28].C(=O)([O-])[O-].[Cs+].[Cs+].C([O-])(O)=O.[Na+]. Product: [CH3:25][C@@H:3]1[C@H:2]([O:1][CH2:31][CH2:30][S:27]([CH3:26])(=[O:29])=[O:28])[C@H:7]([NH:8][C:9](=[O:15])[O:10][C:11]([CH3:12])([CH3:13])[CH3:14])[CH:6]=[C:5]([C:16]2[CH:21]=[CH:20][N:19]=[CH:18][C:17]=2[N+:22]([O-:24])=[O:23])[CH2:4]1. The catalyst class is: 664.